The task is: Predict the product of the given reaction.. This data is from Forward reaction prediction with 1.9M reactions from USPTO patents (1976-2016). Given the reactants [S:1]([C:5]1[CH:13]=[CH:12][C:8]([C:9]([OH:11])=O)=[CH:7][CH:6]=1)(=[O:4])(=[O:3])[NH2:2].[O:14]1[CH2:19][CH2:18][CH:17]([CH2:20][NH2:21])[CH2:16][CH2:15]1.O.ON1C2C=CC=CC=2N=N1.Cl.C(N=C=NCCCN(C)C)C, predict the reaction product. The product is: [S:1]([C:5]1[CH:6]=[CH:7][C:8]([C:9]([NH:21][CH2:20][CH:17]2[CH2:18][CH2:19][O:14][CH2:15][CH2:16]2)=[O:11])=[CH:12][CH:13]=1)(=[O:3])(=[O:4])[NH2:2].